The task is: Predict the reactants needed to synthesize the given product.. This data is from Full USPTO retrosynthesis dataset with 1.9M reactions from patents (1976-2016). The reactants are: C([O:8][C:9]1[CH:10]=[CH:11][C:12]([N+:20]([O-])=O)=[C:13]([C:15](=[O:19])/[CH:16]=[CH:17]\[CH3:18])[CH:14]=1)C1C=CC=CC=1. Given the product [NH2:20][C:12]1[CH:11]=[CH:10][C:9]([OH:8])=[CH:14][C:13]=1[C:15](=[O:19])[CH2:16][CH2:17][CH3:18], predict the reactants needed to synthesize it.